Dataset: Forward reaction prediction with 1.9M reactions from USPTO patents (1976-2016). Task: Predict the product of the given reaction. (1) Given the reactants [ClH:1].[N:2]12[CH2:11][CH:6]3[CH2:7][CH:8]([CH2:10][CH:4]([C@H:5]3[NH2:12])[CH2:3]1)[CH2:9]2.[NH:13]1[C:21]2[C:16](=[CH:17][CH:18]=[C:19]([C:22](O)=[O:23])[CH:20]=2)[CH:15]=[CH:14]1.N, predict the reaction product. The product is: [ClH:1].[N:2]12[CH2:11][CH:6]3[CH2:7][CH:8]([CH2:10][CH:4]([C@H:5]3[NH:12][C:22]([C:19]3[CH:20]=[C:21]4[C:16]([CH:15]=[CH:14][NH:13]4)=[CH:17][CH:18]=3)=[O:23])[CH2:3]1)[CH2:9]2. (2) Given the reactants [OH:1][CH:2]([C:6]1[CH:11]=[CH:10][C:9]([C:12]2[N:16]=[C:15]([C:17]3[O:21][N:20]=[C:19]([C:22]4[CH:27]=[CH:26][CH:25]=[CH:24][CH:23]=4)[C:18]=3[C:28]([F:31])([F:30])[F:29])[O:14][N:13]=2)=[CH:8][CH:7]=1)[C:3](O)=[O:4].[CH3:32][S:33]([CH2:36][CH2:37][NH2:38])(=[O:35])=[O:34].CN(C(ON1N=NC2C=CC=NC1=2)=[N+](C)C)C.F[P-](F)(F)(F)(F)F.CN1CCOCC1, predict the reaction product. The product is: [OH:1][CH:2]([C:6]1[CH:7]=[CH:8][C:9]([C:12]2[N:16]=[C:15]([C:17]3[O:21][N:20]=[C:19]([C:22]4[CH:23]=[CH:24][CH:25]=[CH:26][CH:27]=4)[C:18]=3[C:28]([F:31])([F:29])[F:30])[O:14][N:13]=2)=[CH:10][CH:11]=1)[C:3]([NH:38][CH2:37][CH2:36][S:33]([CH3:32])(=[O:35])=[O:34])=[O:4]. (3) Given the reactants [Cl:1][C:2]1[CH:14]=[CH:13][C:5]([CH2:6][NH:7][C:8](=[O:12])[CH:9]([CH3:11])[CH3:10])=[CH:4][C:3]=1[NH:15][NH2:16].[CH3:17][C:18]([O:21][C:22](O[C:22]([O:21][C:18]([CH3:20])([CH3:19])[CH3:17])=[O:23])=[O:23])([CH3:20])[CH3:19].C([O-])([O-])=O.[Na+].[Na+].C(#N)C, predict the reaction product. The product is: [Cl:1][C:2]1[CH:14]=[CH:13][C:5]([CH2:6][NH:7][C:8](=[O:12])[CH:9]([CH3:11])[CH3:10])=[CH:4][C:3]=1[NH:15][NH:16][C:22]([O:21][C:18]([CH3:20])([CH3:19])[CH3:17])=[O:23]. (4) Given the reactants [F:1][C:2]1[C:7]2[N:8]=[C:9]([S:11][CH3:12])[S:10][C:6]=2[C:5]([F:13])=[C:4]([CH2:14][NH:15][C:16]2[C:21]([NH2:22])=[CH:20][CH:19]=[CH:18][N:17]=2)[CH:3]=1.Br[C:24]1C=C(N)C(NCC2C=CC3N=C(SC)SC=3C=2)=CC=1OC, predict the reaction product. The product is: [N:22]1[C:21]2[C:16](=[N:17][CH:18]=[CH:19][CH:20]=2)[N:15]([CH2:14][C:4]2[CH:3]=[C:2]([F:1])[C:7]3[N:8]=[C:9]([S:11][CH3:12])[S:10][C:6]=3[C:5]=2[F:13])[CH:24]=1. (5) Given the reactants [N:1]([O-:3])=O.[Na+].[O:5]=[C:6]([CH3:13])[CH2:7][C:8]([O:10][CH2:11][CH3:12])=[O:9], predict the reaction product. The product is: [N:1](=[C:7]([C:6](=[O:5])[CH3:13])[C:8]([O:10][CH2:11][CH3:12])=[O:9])[OH:3].